This data is from CYP2C9 inhibition data for predicting drug metabolism from PubChem BioAssay. The task is: Regression/Classification. Given a drug SMILES string, predict its absorption, distribution, metabolism, or excretion properties. Task type varies by dataset: regression for continuous measurements (e.g., permeability, clearance, half-life) or binary classification for categorical outcomes (e.g., BBB penetration, CYP inhibition). Dataset: cyp2c9_veith. (1) The molecule is CC(O)(P(=O)([O-])O)P(=O)([O-])O.[Na+].[Na+]. The result is 0 (non-inhibitor). (2) The drug is CCCCNc1nc(SC)nc2nc[nH]c12. The result is 0 (non-inhibitor). (3) The molecule is CCOC(=O)c1ccc(NC(=O)CC2NCCNC2=O)cc1. The result is 0 (non-inhibitor). (4) The result is 0 (non-inhibitor). The drug is O=C1C2=CC[C@H]3C(=O)N(Cc4ccccc4)C(=O)[C@@H]3[C@@H]2[C@H](O)[C@@H]2O[C@H]12. (5) The molecule is O=C1C[C@@H](c2ccc(O)cc2)Oc2cc(O)cc(O)c21. The result is 0 (non-inhibitor). (6) The drug is c1cnc(Nc2nc(-c3ccc4ccccc4c3)cs2)nc1. The result is 0 (non-inhibitor). (7) The drug is O=S(=O)(N/N=C\c1cccn1-c1ccccc1)c1ccc2ccccc2c1. The result is 0 (non-inhibitor). (8) The drug is CCN1C(=O)[C@H]2CC[C@H]3/C(=N\OC/C=C(\C)CCC=C(C)C)C[C@@H](O)[C@@H](O)[C@@H]3[C@@H]2C1=O. The result is 0 (non-inhibitor). (9) The molecule is CNc1ccc2oc(C[C@H]3O[C@]4(CC[C@H]3C)O[C@H]([C@H](C)C(=O)c3ccc[nH]3)[C@H](C)C[C@H]4C)nc2c1C(=O)O. The result is 0 (non-inhibitor). (10) The drug is CCOC(=O)c1cnn(-c2nc(-c3cccc(F)c3)cs2)c1C(F)(F)F. The result is 1 (inhibitor).